This data is from Full USPTO retrosynthesis dataset with 1.9M reactions from patents (1976-2016). The task is: Predict the reactants needed to synthesize the given product. (1) Given the product [C:1]([O:5][C@@H:6]([C:12]1[C:39]([CH3:40])=[N:38][C:37]2=[CH:41][C:34]3=[N:35][N:36]2[C:13]=1[N:14]1[CH2:48][CH2:47][C:17]([CH3:49])([O:18][CH2:19][CH2:20][CH2:21][CH2:22][C@H:23]([CH3:46])[O:24][C:25]2[CH:26]=[C:27]([CH3:45])[CH:28]=[CH:29][C:30]=2[CH2:31][N:32]([CH:42]2[CH2:43][CH2:44]2)[CH2:33]3)[CH2:16][CH2:15]1)[C:7]([OH:9])=[O:8])([CH3:4])([CH3:2])[CH3:3], predict the reactants needed to synthesize it. The reactants are: [C:1]([O:5][C@@H:6]([C:12]1[C:39]([CH3:40])=[N:38][C:37]2=[CH:41][C:34]3=[N:35][N:36]2[C:13]=1[N:14]1[CH2:48][CH2:47][C:17]([CH3:49])([O:18][CH2:19][CH2:20][CH2:21][CH2:22][C@H:23]([CH3:46])[O:24][C:25]2[CH:26]=[C:27]([CH3:45])[CH:28]=[CH:29][C:30]=2[CH2:31][N:32]([CH:42]2[CH2:44][CH2:43]2)[CH2:33]3)[CH2:16][CH2:15]1)[C:7]([O:9]CC)=[O:8])([CH3:4])([CH3:3])[CH3:2].[OH-].[Na+]. (2) Given the product [C:18]([O:22][C:23]([N:25]1[CH2:30][CH2:29][N:28]([C:6]2[N:5]([CH2:1][C:2]#[C:3][CH3:4])[C:13]3[C:12](=[O:14])[NH:11][C:10](=[O:15])[N:9]([CH3:16])[C:8]=3[N:7]=2)[CH2:27][CH2:26]1)=[O:24])([CH3:21])([CH3:19])[CH3:20], predict the reactants needed to synthesize it. The reactants are: [CH2:1]([N:5]1[C:13]2[C:12](=[O:14])[NH:11][C:10](=[O:15])[N:9]([CH3:16])[C:8]=2[N:7]=[C:6]1Cl)[C:2]#[C:3][CH3:4].[C:18]([O:22][C:23]([N:25]1[CH2:30][CH2:29][NH:28][CH2:27][CH2:26]1)=[O:24])([CH3:21])([CH3:20])[CH3:19]. (3) The reactants are: [OH:1][C:2]1([CH2:15][CH:16]=O)[CH2:14][CH2:13][C:5]2([O:10][CH2:9][C:8]([CH3:12])([CH3:11])[CH2:7][O:6]2)[CH2:4][CH2:3]1.[Cl:18][C:19]1[CH:24]=[CH:23][C:22]([C@@H:25]([NH2:28])[CH2:26][CH3:27])=[CH:21][CH:20]=1. Given the product [Cl:18][C:19]1[CH:20]=[CH:21][C:22]([C@@H:25]([NH:28][CH2:16][CH2:15][C:2]2([OH:1])[CH2:14][CH2:13][C:5]3([O:6][CH2:7][C:8]([CH3:12])([CH3:11])[CH2:9][O:10]3)[CH2:4][CH2:3]2)[CH2:26][CH3:27])=[CH:23][CH:24]=1, predict the reactants needed to synthesize it. (4) Given the product [O:1]1[C:5]([C:6]2[CH:7]=[CH:8][C:9]([NH:12][N:13]=[CH:14][C:15]3[CH:20]=[CH:19][C:18]([NH2:21])=[CH:17][CH:16]=3)=[CH:10][CH:11]=2)=[CH:4][N:3]=[CH:2]1, predict the reactants needed to synthesize it. The reactants are: [O:1]1[C:5]([C:6]2[CH:11]=[CH:10][C:9]([NH:12][N:13]=[CH:14][C:15]3[CH:20]=[CH:19][C:18]([NH:21]C(=O)C)=[CH:17][CH:16]=3)=[CH:8][CH:7]=2)=[CH:4][N:3]=[CH:2]1.C(=O)(O)[O-].[Na+]. (5) The reactants are: [F:1][C:2]([F:22])([F:21])[O:3][C:4]1[CH:20]=[CH:19][C:7]([CH2:8][C:9]2[O:13][N:12]=[C:11]([C:14]([O:16]CC)=O)[N:10]=2)=[CH:6][CH:5]=1.Cl.[Cl:24][C:25]1[CH:26]=[C:27]2[C:31](=[CH:32][CH:33]=1)[NH:30][CH:29]=[C:28]2[CH2:34][CH2:35][NH2:36].CN(C(ON1N=NC2C=CC=NC1=2)=[N+](C)C)C.F[P-](F)(F)(F)(F)F.C(N(CC)C(C)C)(C)C. Given the product [Cl:24][C:25]1[CH:26]=[C:27]2[C:31](=[CH:32][CH:33]=1)[NH:30][CH:29]=[C:28]2[CH2:34][CH2:35][NH:36][C:14]([C:11]1[N:10]=[C:9]([CH2:8][C:7]2[CH:6]=[CH:5][C:4]([O:3][C:2]([F:1])([F:21])[F:22])=[CH:20][CH:19]=2)[O:13][N:12]=1)=[O:16], predict the reactants needed to synthesize it.